From a dataset of Full USPTO retrosynthesis dataset with 1.9M reactions from patents (1976-2016). Predict the reactants needed to synthesize the given product. (1) Given the product [C:1]([O:5][C:6]([N:8]([C:13]1[CH:27]=[CH:26][C:16]([C:17]([O:19][C:20]([CH3:25])([CH3:24])[C:21]([O:23][C@H:45]([C:47]2[CH:52]=[CH:51][C:50]([O:53][CH:54]([F:55])[F:56])=[C:49]([O:57][CH2:58][CH:59]3[CH2:60][CH2:61]3)[CH:48]=2)[CH2:44][C:43]2[C:42]([Cl:62])=[CH:41][N+:40]([O-:63])=[CH:39][C:38]=2[Cl:37])=[O:22])=[O:18])=[CH:15][C:14]=1[O:28][CH2:29][CH:30]1[CH2:31][CH2:32]1)[S:9]([CH3:12])(=[O:10])=[O:11])=[O:7])([CH3:2])([CH3:3])[CH3:4], predict the reactants needed to synthesize it. The reactants are: [C:1]([O:5][C:6]([N:8]([C:13]1[CH:27]=[CH:26][C:16]([C:17]([O:19][C:20]([CH3:25])([CH3:24])[C:21]([OH:23])=[O:22])=[O:18])=[CH:15][C:14]=1[O:28][CH2:29][CH:30]1[CH2:32][CH2:31]1)[S:9]([CH3:12])(=[O:11])=[O:10])=[O:7])([CH3:4])([CH3:3])[CH3:2].C(Cl)CCl.[Cl:37][C:38]1[CH:39]=[N+:40]([O-:63])[CH:41]=[C:42]([Cl:62])[C:43]=1[CH2:44][C@@H:45]([C:47]1[CH:52]=[CH:51][C:50]([O:53][CH:54]([F:56])[F:55])=[C:49]([O:57][CH2:58][CH:59]2[CH2:61][CH2:60]2)[CH:48]=1)O. (2) Given the product [CH2:8]([O:7][C:5]([C:4]1[N:10]=[CH:11][N:2]([CH:12]2[CH2:16][CH2:13][CH2:14]2)[CH:3]=1)=[O:6])[CH3:9], predict the reactants needed to synthesize it. The reactants are: C[N:2]([CH3:12])[CH:3]=[C:4]([N+:10]#[C-:11])[C:5]([O:7][CH2:8][CH3:9])=[O:6].[CH:13]1(N)[CH2:16]C[CH2:14]1. (3) Given the product [N:22]([CH2:20][C:18]1[O:17][N:16]=[C:15]([C:12]2[CH:13]=[CH:14][C:9]([O:8][CH2:1][C:2]3[CH:7]=[CH:6][CH:5]=[CH:4][CH:3]=3)=[CH:10][CH:11]=2)[CH:19]=1)=[N+:23]=[N-:24], predict the reactants needed to synthesize it. The reactants are: [CH2:1]([O:8][C:9]1[CH:14]=[CH:13][C:12]([C:15]2[CH:19]=[C:18]([CH2:20]Cl)[O:17][N:16]=2)=[CH:11][CH:10]=1)[C:2]1[CH:7]=[CH:6][CH:5]=[CH:4][CH:3]=1.[N-:22]=[N+:23]=[N-:24].[Na+].